This data is from Full USPTO retrosynthesis dataset with 1.9M reactions from patents (1976-2016). The task is: Predict the reactants needed to synthesize the given product. (1) Given the product [CH2:17]([O:19][C:20]([NH:1][N:2]1[CH:6]=[CH:5][C:4]([C:7]2[CH:12]=[CH:11][CH:10]=[CH:9][CH:8]=2)=[C:3]1[C:13]([O:15][CH3:16])=[O:14])=[O:21])[CH3:18], predict the reactants needed to synthesize it. The reactants are: [NH2:1][N:2]1[CH:6]=[CH:5][C:4]([C:7]2[CH:12]=[CH:11][CH:10]=[CH:9][CH:8]=2)=[C:3]1[C:13]([O:15][CH3:16])=[O:14].[CH2:17]([O:19][C:20](Cl)=[O:21])[CH3:18].O. (2) Given the product [Cl:1][C:2]1[CH:3]=[CH:4][C:5]([N:8]2[CH:12]=[C:11]([CH2:13][CH2:14][CH2:15][O:16][C:17]3[CH:22]=[CH:21][CH:20]=[CH:19][C:18]=3[CH2:23][C:24]([OH:26])=[O:25])[C:10]([CH:28]([CH3:30])[CH3:29])=[N:9]2)=[N:6][CH:7]=1, predict the reactants needed to synthesize it. The reactants are: [Cl:1][C:2]1[CH:3]=[CH:4][C:5]([N:8]2[CH:12]=[C:11]([CH2:13][CH2:14][CH2:15][O:16][C:17]3[CH:22]=[CH:21][CH:20]=[CH:19][C:18]=3[CH2:23][C:24]([O:26]C)=[O:25])[C:10]([CH:28]([CH3:30])[CH3:29])=[N:9]2)=[N:6][CH:7]=1.[OH-].[Na+].O1CCCC1.Cl. (3) Given the product [NH2:1][CH:4]1[C:13]2[C:8](=[CH:9][CH:10]=[C:11]([O:14][CH3:15])[CH:12]=2)[C:7](=[O:16])[C:6]([CH3:18])([CH3:17])[CH2:5]1, predict the reactants needed to synthesize it. The reactants are: [N:1]([CH:4]1[C:13]2[C:8](=[CH:9][CH:10]=[C:11]([O:14][CH3:15])[CH:12]=2)[C:7](=[O:16])[C:6]([CH3:18])([CH3:17])[CH2:5]1)=[N+]=[N-].[H][H]. (4) Given the product [CH2:1]([S:3][C:4]1[CH:9]=[CH:8][C:7]([B:15]2[O:16][C:17]([CH3:19])([CH3:18])[C:13]([CH3:20])([CH3:12])[O:14]2)=[C:6]([CH3:11])[CH:5]=1)[CH3:2], predict the reactants needed to synthesize it. The reactants are: [CH2:1]([S:3][C:4]1[CH:9]=[CH:8][C:7](Br)=[C:6]([CH3:11])[CH:5]=1)[CH3:2].[CH3:12][C:13]1([CH3:20])[C:17]([CH3:19])([CH3:18])[O:16][BH:15][O:14]1.C(N(CC)CC)C.C(Cl)Cl.